Dataset: Full USPTO retrosynthesis dataset with 1.9M reactions from patents (1976-2016). Task: Predict the reactants needed to synthesize the given product. Given the product [F:34][C:31]1[CH:32]=[CH:33][C:28]([CH:21]([C:18]2[CH:17]=[CH:16][C:15]([F:14])=[CH:20][CH:19]=2)[N:22]2[CH2:23][CH2:24][N:25]([C:8]([C:7]3[CH:6]=[C:5]([S:2]([N:46]4[CH2:45][CH2:44][N:43]5[CH2:47][CH2:48][CH2:49][C@@H:42]5[CH2:41]4)(=[O:4])=[O:3])[CH:13]=[CH:12][CH:11]=3)=[O:9])[CH2:26][CH2:27]2)=[CH:29][CH:30]=1, predict the reactants needed to synthesize it. The reactants are: Cl[S:2]([C:5]1[CH:6]=[C:7]([CH:11]=[CH:12][CH:13]=1)[C:8](Cl)=[O:9])(=[O:4])=[O:3].[F:14][C:15]1[CH:20]=[CH:19][C:18]([CH:21]([C:28]2[CH:33]=[CH:32][C:31]([F:34])=[CH:30][CH:29]=2)[N:22]2[CH2:27][CH2:26][NH:25][CH2:24][CH2:23]2)=[CH:17][CH:16]=1.C(=O)([O-])[O-].[Na+].[Na+].[CH2:41]1[NH:46][CH2:45][CH2:44][N:43]2[CH2:47][CH2:48][CH2:49][C@H:42]12.